From a dataset of B-cell epitopes from IEDB database with 3,159 antigens for binding position prediction. Token-level Classification. Given an antigen amino acid sequence, predict which amino acid positions are active epitope sites capable of antibody binding. Output is a list of indices for active positions. The epitope positions are: [227, 228, 229, 230, 231, 232, 233, 234, 235, 236, 237, 238, 239, 240, 241, 242, 243, 244, 245, 246... (24 total positions)]. The amino acids at these positions are: YEKKNENKNVSNVDSKTKSNEKGR. Given the antigen sequence: MKKIVNIIFYILYLYIYKRNLVQNENVNKSNLRKGLSTNNSENGIKSLKDEDEHINIIGDDFSAFSYGGYPIYETTGSLGTGVESVKAIDGESGTSMDSKPKENKISTEPGADQVSIGLVNESDSSLENDKKKKENVKKEMLGTEKEGSPDSHDSSKEKLNLNDNSKWSDFLKNIVTFGGFGPTVVHDVSDTLSDISKDEVTQKTTKDIGSTLLDFFLPLPTKNTNTYEKKNENKNVSNVDSKTKSNEKGRPPTYSPILDDGIEFSGGLYFNEKKSTEENKQKNVLESVNLTSWDKEDIVKENEDVKDEKDEDDEEEEEKYENEIIKQPEDILDEEEVLEEEILEENKNDTVDTSDLEKKNIPDLSNDNNYYSLIYKNYKDNDKSEKTAQTLITALISLLNGKNELDATIRRLKHRFMEFFTYN, which amino acid positions are active epitope sites?